Dataset: Drug-target binding data from BindingDB using Ki measurements. Task: Regression. Given a target protein amino acid sequence and a drug SMILES string, predict the binding affinity score between them. We predict pKi (pKi = -log10(Ki in M); higher means stronger inhibition). Dataset: bindingdb_ki. (1) The drug is O=C(c1ccc(F)cc1)C1CCN(CCn2c(=O)[nH]c3ccccc3c2=O)CC1. The target protein sequence is MDPLNLSWYDEDLERQNWSRPLNGSEGRGDRPHYNYYAMLLTLLIFVIVFGNVLVCMAVSREKALQTTTNYLIVSLAVADLLVATLVMPWVVYLEVVGEWKFSRVHCDIFVTLDVMMCTASILNLCAISIDRYTAVAMPMLYNTRYSSKRRVTVMIAIVWVLSLTISCPLLFGLNKTDQNECIIANPAFVVYSSIVSFYVPFIVTLLVYIKIYIVLRKRRKRVNTKRSSRAFRANLRAPLKGNCTHPEDRTLGTVIMKSNGSFPVNRRRVEAARRAQELEMEMLSSTSPPERTRYSPIPPSHHQLTLPDPSHHGLHSTPDSPAKPEKNGHAKDHPKIAKIFEIQTMPNGKTRTSLKTMSRRKLSQQKEKKATQMLAIVLGVFIICWLPFFITHILNIHCDCNIPPVLYSAFTWLGYVNSAVNPIIYTTFNIEFRKAFMKILHC. The pKi is 6.1. (2) The compound is CCN1CCCC1CNC(=O)c1cc(S(=O)(=O)CC)c(N)cc1OC. The target protein (P08173) has sequence MANFTPVNGSSGNQSVRLVTSSSHNRYETVEMVFIATVTGSLSLVTVVGNILVMLSIKVNRQLQTVNNYFLFSLACADLIIGAFSMNLYTVYIIKGYWPLGAVVCDLWLALDYVVSNASVMNLLIISFDRYFCVTKPLTYPARRTTKMAGLMIAAAWVLSFVLWAPAILFWQFVVGKRTVPDNQCFIQFLSNPAVTFGTAIAAFYLPVVIMTVLYIHISLASRSRVHKHRPEGPKEKKAKTLAFLKSPLMKQSVKKPPPGEAAREELRNGKLEEAPPPALPPPPRPVADKDTSNESSSGSATQNTKERPATELSTTEATTPAMPAPPLQPRALNPASRWSKIQIVTKQTGNECVTAIEIVPATPAGMRPAANVARKFASIARNQVRKKRQMAARERKVTRTIFAILLAFILTWTPYNVMVLVNTFCQSCIPDTVWSIGYWLCYVNSTINPACYALCNATFKKTFRHLLLCQYRNIGTAR. The pKi is 5.0. (3) The small molecule is O=C1NC(c2ccc(Br)cc2)(c2ccc(Br)cc2)C(=O)N1CCN1CCOCC1. The target protein (P32835) has sequence MSAPAANGEVPTFKLVLVGDGGTGKTTFVKRHLTGEFEKKYIATIGVEVHPLSFYTNFGEIKFDVWDTAGQEKFGGLRDGYYINAQCAIIMFDVTSRITYKNVPNWHRDLVRVCENIPIVLCGNKVDVKERKVKAKTITFHRKKNLQYYDISAKSNYNFEKPFLWLARKLAGNPQLEFVASPALAPPEVQVDEQLMQQYQQEMEQATALPLPDEDDADL. The pKi is 7.2.